The task is: Predict the reactants needed to synthesize the given product.. This data is from Full USPTO retrosynthesis dataset with 1.9M reactions from patents (1976-2016). (1) Given the product [NH2:8][C@H:5]1[CH2:4][CH2:3][C@H:2]([O:1][C:19]2[CH:24]=[CH:23][C:22]([S:25]([NH2:28])(=[O:27])=[O:26])=[CH:21][C:20]=2[N+:29]([O-:31])=[O:30])[CH2:7][CH2:6]1, predict the reactants needed to synthesize it. The reactants are: [OH:1][CH:2]1[CH2:7][CH2:6][CH:5]([NH:8]C(=O)OCCCC)[CH2:4][CH2:3]1.[H-].[Na+].F[C:19]1[CH:24]=[CH:23][C:22]([S:25]([NH2:28])(=[O:27])=[O:26])=[CH:21][C:20]=1[N+:29]([O-:31])=[O:30].Cl. (2) Given the product [CH2:1]1[C:10]2[C:5](=[CH:6][CH:7]=[CH:8][CH:9]=2)[CH2:4][CH2:3][N:2]1[CH2:11][CH:12]([OH:36])[CH2:13][NH:14][C:15](=[O:16])[C:17]1[CH:22]=[CH:21][CH:20]=[C:19]([N:23]2[CH2:24][CH2:25][NH:26][CH2:27][CH2:28]2)[CH:18]=1, predict the reactants needed to synthesize it. The reactants are: [CH2:1]1[C:10]2[C:5](=[CH:6][CH:7]=[CH:8][CH:9]=2)[CH2:4][CH2:3][N:2]1[CH2:11][CH:12]([OH:36])[CH2:13][NH:14][C:15]([C:17]1[CH:18]=[C:19]([N:23]2[CH2:28][CH2:27][N:26](C(OC(C)(C)C)=O)[CH2:25][CH2:24]2)[CH:20]=[CH:21][CH:22]=1)=[O:16].C(O)(C(F)(F)F)=O.